Dataset: Peptide-MHC class I binding affinity with 185,985 pairs from IEDB/IMGT. Task: Regression. Given a peptide amino acid sequence and an MHC pseudo amino acid sequence, predict their binding affinity value. This is MHC class I binding data. The peptide sequence is TITYSSSMMW. The MHC is Mamu-B01 with pseudo-sequence Mamu-B01. The binding affinity (normalized) is 0.384.